From a dataset of Reaction yield outcomes from USPTO patents with 853,638 reactions. Predict the reaction yield, written as a fraction of the theoretical maximum amount of product (1.0 means a 100% yield; for example, 0.34 means a 34% yield). (1) The yield is 0.310. The catalyst is O.CO. The product is [F:5][C:6]1[C:12]([F:13])=[C:11]([N:14]2[CH2:15][CH2:16][O:17][CH2:18][CH2:19]2)[CH:10]=[CH:9][C:7]=1[NH:8][N:1]=[C:25]([C:24](=[O:30])[CH2:23][O:22][CH3:21])[C:26]([O:28][CH3:29])=[O:27]. The reactants are [N:1]([O-])=O.[Na+].[F:5][C:6]1[C:12]([F:13])=[C:11]([N:14]2[CH2:19][CH2:18][O:17][CH2:16][CH2:15]2)[CH:10]=[CH:9][C:7]=1[NH2:8].Cl.[CH3:21][O:22][CH2:23][C:24](=[O:30])[CH2:25][C:26]([O:28][CH3:29])=[O:27].CC([O-])=O.[Na+].[OH-].[Na+]. (2) The reactants are Cl[C:2]1[CH:7]=[CH:6][C:5]([N+:8]([O-:10])=[O:9])=[CH:4][N:3]=1.[CH3:11][C:12]1[CH:17]=[CH:16][C:15](B(O)O)=[CH:14][CH:13]=1.C(=O)([O-])[O-].[Na+].[Na+]. The catalyst is C1C=CC([P]([Pd]([P](C2C=CC=CC=2)(C2C=CC=CC=2)C2C=CC=CC=2)([P](C2C=CC=CC=2)(C2C=CC=CC=2)C2C=CC=CC=2)[P](C2C=CC=CC=2)(C2C=CC=CC=2)C2C=CC=CC=2)(C2C=CC=CC=2)C2C=CC=CC=2)=CC=1.COCCOC. The product is [N+:8]([C:5]1[CH:6]=[CH:7][C:2]([C:15]2[CH:16]=[CH:17][C:12]([CH3:11])=[CH:13][CH:14]=2)=[N:3][CH:4]=1)([O-:10])=[O:9]. The yield is 0.800.